This data is from Forward reaction prediction with 1.9M reactions from USPTO patents (1976-2016). The task is: Predict the product of the given reaction. (1) Given the reactants [F:1][C:2]1[CH:7]=[CH:6][CH:5]=[CH:4][C:3]=1[N:8]1[C:12]([C:13]2[CH:18]=[CH:17][N:16]=[CH:15][CH:14]=2)=[C:11]([C:19](OCC)=[O:20])[N:10]=[N:9]1.[NH2:24][C:25]1[C:34]([Cl:35])=[CH:33][C:28]([C:29](=[N:31]O)[NH2:30])=[CH:27][C:26]=1[Cl:36], predict the reaction product. The product is: [Cl:35][C:34]1[CH:33]=[C:28]([C:29]2[N:31]=[C:19]([C:11]3[N:10]=[N:9][N:8]([C:3]4[CH:4]=[CH:5][CH:6]=[CH:7][C:2]=4[F:1])[C:12]=3[C:13]3[CH:18]=[CH:17][N:16]=[CH:15][CH:14]=3)[O:20][N:30]=2)[CH:27]=[C:26]([Cl:36])[C:25]=1[NH2:24]. (2) Given the reactants C[O-].[Na+].[Cl:4][C:5]1[CH:10]=[CH:9][CH:8]=[CH:7][C:6]=1[SH:11].I[CH:13]([CH3:15])[CH3:14], predict the reaction product. The product is: [Cl:4][C:5]1[CH:10]=[CH:9][CH:8]=[CH:7][C:6]=1[S:11][CH:13]([CH3:15])[CH3:14]. (3) Given the reactants [Cl:1][C:2]1[C:17]([C:18]([F:21])([F:20])[F:19])=[CH:16][CH:15]=[CH:14][C:3]=1[CH2:4][N:5]1[C@@H:10]([CH3:11])[CH2:9][NH:8][C:7](=[O:12])[C:6]1=[O:13].C(=O)([O-])[O-].[Na+].[Na+].F[B-](F)(F)F.[CH2:33]([O+](CC)CC)[CH3:34], predict the reaction product. The product is: [Cl:1][C:2]1[C:17]([C:18]([F:21])([F:19])[F:20])=[CH:16][CH:15]=[CH:14][C:3]=1[CH2:4][N:5]1[C@@H:10]([CH3:11])[CH2:9][N:8]=[C:7]([O:12][CH2:33][CH3:34])[C:6]1=[O:13]. (4) Given the reactants C(OC([NH:8][CH:9]1[CH2:14][CH2:13][N:12]([C:15]2[N:20]=[C:19]([C:21]3[C:29]4[C:24](=[CH:25][CH:26]=[C:27]([NH:30]C(=O)CC)[CH:28]=4)[N:23](C(OC(C)(C)C)=O)[CH:22]=3)[CH:18]=[N:17][CH:16]=2)[CH2:11][CH2:10]1)=O)(C)(C)C.CO.Cl, predict the reaction product. The product is: [NH2:8][CH:9]1[CH2:10][CH2:11][N:12]([C:15]2[N:20]=[C:19]([C:21]3[C:29]4[C:24](=[CH:25][CH:26]=[C:27]([NH2:30])[CH:28]=4)[NH:23][CH:22]=3)[CH:18]=[N:17][CH:16]=2)[CH2:13][CH2:14]1. (5) Given the reactants [Cl:1][C:2]1[N:3]=[CH:4][CH:5]=[C:6]2[C:11]=1[N:10]=[CH:9][C:8]([OH:12])=[CH:7]2.C(=O)([O-])[O-].[Cs+].[Cs+].Br[CH2:20][C:21]#[C:22][CH3:23], predict the reaction product. The product is: [CH2:20]([O:12][C:8]1[CH:9]=[N:10][C:11]2[C:6]([CH:7]=1)=[CH:5][CH:4]=[N:3][C:2]=2[Cl:1])[C:21]#[C:22][CH3:23].